This data is from Forward reaction prediction with 1.9M reactions from USPTO patents (1976-2016). The task is: Predict the product of the given reaction. (1) Given the reactants C(Cl)CCl.C1C=CC2N(O)N=NC=2C=1.[N:15]1[CH:20]=[CH:19][CH:18]=[CH:17][C:16]=1[C:21]1[N:25]2[CH2:26][CH2:27][NH:28][CH2:29][C:24]2=[N:23][N:22]=1.[Cl:30][C:31]1[C:32]([C:40]#[N:41])=[C:33]([CH:37]=[CH:38][CH:39]=1)[C:34](O)=[O:35], predict the reaction product. The product is: [Cl:30][C:31]1[CH:39]=[CH:38][CH:37]=[C:33]([C:34]([N:28]2[CH2:27][CH2:26][N:25]3[C:21]([C:16]4[CH:17]=[CH:18][CH:19]=[CH:20][N:15]=4)=[N:22][N:23]=[C:24]3[CH2:29]2)=[O:35])[C:32]=1[C:40]#[N:41]. (2) Given the reactants [CH3:1][O:2][C:3](=[O:10])[CH:4](Br)[CH2:5][CH2:6][CH2:7][CH3:8].[F:11][C:12]1[CH:17]=[CH:16][C:15]([SH:18])=[CH:14][C:13]=1[CH3:19].C(N(CC)CC)C, predict the reaction product. The product is: [CH3:1][O:2][C:3](=[O:10])[CH:4]([S:18][C:15]1[CH:16]=[CH:17][C:12]([F:11])=[C:13]([CH3:19])[CH:14]=1)[CH2:5][CH2:6][CH2:7][CH3:8]. (3) The product is: [CH3:32][C:27]1[CH:26]=[C:25]([B:14]2[O:15][C:16]([CH3:21])([CH3:22])[C:17]([CH3:19])([CH3:20])[O:18]2)[CH:31]=[CH:30][C:28]=1[NH2:29]. Given the reactants C([O-])(=O)C.[K+].[CH3:21][C:16]1([CH3:22])[C:17]([CH3:20])([CH3:19])[O:18][B:14]([B:14]2[O:18][C:17]([CH3:20])([CH3:19])[C:16]([CH3:22])([CH3:21])[O:15]2)[O:15]1.Br[C:25]1[CH:31]=[CH:30][C:28]([NH2:29])=[C:27]([CH3:32])[CH:26]=1, predict the reaction product. (4) Given the reactants [C:1]([O:5][C:6]([NH:8][NH:9][C:10]1[CH:11]=[C:12]([CH:16]=[CH:17][CH:18]=1)[C:13]([OH:15])=O)=[O:7])([CH3:4])([CH3:3])[CH3:2].N1(C(N2C=CN=C2)=O)C=CN=C1.[CH3:31][O:32][CH2:33][CH2:34][NH2:35].Cl, predict the reaction product. The product is: [CH3:31][O:32][CH2:33][CH2:34][NH:35][C:13]([C:12]1[CH:11]=[C:10]([NH:9][NH:8][C:6]([O:5][C:1]([CH3:2])([CH3:3])[CH3:4])=[O:7])[CH:18]=[CH:17][CH:16]=1)=[O:15]. (5) Given the reactants [I:1][C:2]1[C:3]([NH:13][C:14]([C:16]2[C:17]([CH3:27])=[N:18][N:19]([CH:21]3[CH2:26][CH2:25][CH2:24][CH2:23][O:22]3)[CH:20]=2)=[O:15])=[CH:4][C:5]2[CH2:6][C:7](=[O:12])[CH2:8][CH2:9][C:10]=2[CH:11]=1.C(=O)([O-])[O-].[Cs+].[Cs+].[C:34]([O:38][C:39](=[O:45])[NH:40][CH2:41][CH2:42][CH2:43]Br)([CH3:37])([CH3:36])[CH3:35], predict the reaction product. The product is: [I:1][C:2]1[C:3]([N:13]([C:14]([C:16]2[C:17]([CH3:27])=[N:18][N:19]([CH:21]3[CH2:26][CH2:25][CH2:24][CH2:23][O:22]3)[CH:20]=2)=[O:15])[CH2:43][CH2:42][CH2:41][NH:40][C:39](=[O:45])[O:38][C:34]([CH3:37])([CH3:36])[CH3:35])=[CH:4][C:5]2[CH2:6][C:7](=[O:12])[CH2:8][CH2:9][C:10]=2[CH:11]=1. (6) Given the reactants [Cl:1][C:2]1[CH:7]=[CH:6][C:5](/[CH:8]=[CH:9]/[C:10]([O:12][CH3:13])=[O:11])=[C:4]([C:14]([F:17])([F:16])[F:15])[CH:3]=1.[H][H], predict the reaction product. The product is: [Cl:1][C:2]1[CH:7]=[CH:6][C:5]([CH2:8][CH2:9][C:10]([O:12][CH3:13])=[O:11])=[C:4]([C:14]([F:15])([F:16])[F:17])[CH:3]=1. (7) Given the reactants [OH:1][C:2]([C:4]([F:7])([F:6])[F:5])=[O:3].[CH2:8]([S:10]([N:13]1[C:21]2[CH:20]=[CH:19][C:18]([C:22]([N:24]3[CH2:29][CH2:28][CH:27]([CH3:30])[CH2:26][CH2:25]3)=[O:23])=[CH:17][C:16]=2[C:15]2[CH2:31][NH:32][CH2:33][CH2:34][C:14]1=2)(=[O:12])=[O:11])[CH3:9].C([O-])([O-])=O.[K+].[K+], predict the reaction product. The product is: [F:5][CH:4]([F:7])[CH2:2][N:32]1[CH2:33][CH2:34][C:14]2[N:13]([S:10]([CH2:8][CH3:9])(=[O:12])=[O:11])[C:21]3[CH:20]=[CH:19][C:18]([C:22]([N:24]4[CH2:29][CH2:28][CH:27]([CH3:30])[CH2:26][CH2:25]4)=[O:23])=[CH:17][C:16]=3[C:15]=2[CH2:31]1.[C:2]([OH:3])([C:4]([F:7])([F:6])[F:5])=[O:1].